The task is: Predict the reactants needed to synthesize the given product.. This data is from Full USPTO retrosynthesis dataset with 1.9M reactions from patents (1976-2016). Given the product [CH3:5][O:6][C:7]1[CH:8]=[C:9](/[CH:10]=[CH:11]/[C:12]([Cl:3])=[O:13])[CH:15]=[CH:16][C:17]=1[O:18][CH3:19], predict the reactants needed to synthesize it. The reactants are: S(Cl)([Cl:3])=O.[CH3:5][O:6][C:7]1[CH:8]=[C:9]([CH:15]=[CH:16][C:17]=1[O:18][CH3:19])[CH:10]=[CH:11][C:12](O)=[O:13].